The task is: Predict the reactants needed to synthesize the given product.. This data is from Full USPTO retrosynthesis dataset with 1.9M reactions from patents (1976-2016). (1) The reactants are: [Zn:1].[Br:2]CCBr.Cl[Si](C)(C)C.Br[CH2:12][C:13]1[CH:18]=[CH:17][C:16]([O:19][C:20]([F:23])([F:22])[F:21])=[CH:15][CH:14]=1. Given the product [Br-:2].[F:21][C:20]([F:23])([F:22])[O:19][C:16]1[CH:17]=[CH:18][C:13]([CH2:12][Zn+:1])=[CH:14][CH:15]=1, predict the reactants needed to synthesize it. (2) The reactants are: C[O:2]C1C=C2C(C=CC(=O)N2)=CC=1.C[Si]([N-][Si](C)(C)C)(C)C.[Li+].CS(OCCN1CCC(NC(OC(C)(C)C)=O)CC1)(=O)=O.[C:45]([O:49][C:50](=[O:73])[NH:51][CH:52]1[CH2:57][CH2:56][N:55]([CH2:58][CH2:59][N:60]2[C:69]3[C:64](=[CH:65][CH:66]=[C:67]([O:70][CH3:71])[CH:68]=3)[CH:63]=C[C:61]2=[O:72])[CH2:54][CH2:53]1)([CH3:48])([CH3:47])[CH3:46]. Given the product [C:45]([O:49][C:50](=[O:73])[NH:51][CH:52]1[CH2:57][CH2:56][N:55]([CH2:58][CH2:59][N:60]2[C:69]3[CH:68]=[C:67]([O:70][CH3:71])[CH:66]=[CH:65][C:64]=3[CH2:63][O:72][C:61]2=[O:2])[CH2:54][CH2:53]1)([CH3:48])([CH3:47])[CH3:46], predict the reactants needed to synthesize it. (3) Given the product [CH3:16][O:15][C:11]1[CH:10]=[C:9]2[C:14](=[CH:13][CH:12]=1)[CH:6]([CH2:5][C:4]([OH:17])=[O:3])[CH2:7][CH2:8]2, predict the reactants needed to synthesize it. The reactants are: C([O:3][C:4](=[O:17])[CH2:5][CH:6]1[C:14]2[C:9](=[CH:10][C:11]([O:15][CH3:16])=[CH:12][CH:13]=2)[CH2:8][CH2:7]1)C.[OH-].[Na+]. (4) The reactants are: [NH2:1][C:2]1[CH:9]=[CH:8][C:7](I)=[CH:6][C:3]=1[C:4]#[N:5].[Cl-].[CH3:12][O:13][C:14]1[CH:15]=[C:16]([CH:19]=[CH:20][C:21]=1[O:22][CH3:23])[CH2:17][Zn+].NC1C=CC(CC2C=CC=CC=2)=CC=1C#N. Given the product [NH2:1][C:2]1[CH:9]=[CH:8][C:7]([CH2:17][C:16]2[CH:19]=[CH:20][C:21]([O:22][CH3:23])=[C:14]([O:13][CH3:12])[CH:15]=2)=[CH:6][C:3]=1[C:4]#[N:5], predict the reactants needed to synthesize it. (5) Given the product [Br:34][C:18]1[C:16]2=[N:17][C:12]([C:7]3[C:8]([O:10][CH3:11])=[N:9][C:4]([CH:1]([CH3:3])[CH3:2])=[CH:5][CH:6]=3)=[C:13]([CH3:26])[CH:14]=[C:15]2[N:20]([C@@H:21]([CH3:25])[CH2:22][O:23][CH3:24])[CH:19]=1, predict the reactants needed to synthesize it. The reactants are: [CH:1]([C:4]1[N:9]=[C:8]([O:10][CH3:11])[C:7]([C:12]2[N:17]=[C:16]3[CH:18]=[CH:19][N:20]([C@@H:21]([CH3:25])[CH2:22][O:23][CH3:24])[C:15]3=[CH:14][C:13]=2[CH3:26])=[CH:6][CH:5]=1)([CH3:3])[CH3:2].C1C(=O)N([Br:34])C(=O)C1.